This data is from Peptide-MHC class I binding affinity with 185,985 pairs from IEDB/IMGT. The task is: Regression. Given a peptide amino acid sequence and an MHC pseudo amino acid sequence, predict their binding affinity value. This is MHC class I binding data. (1) The peptide sequence is VIVVPVIDRL. The MHC is HLA-A02:03 with pseudo-sequence HLA-A02:03. The binding affinity (normalized) is 0. (2) The peptide sequence is AEQSRIFEEL. The MHC is HLA-B40:02 with pseudo-sequence HLA-B40:02. The binding affinity (normalized) is 0.739. (3) The peptide sequence is TVKMGAFMY. The MHC is HLA-A68:01 with pseudo-sequence HLA-A68:01. The binding affinity (normalized) is 0.641. (4) The peptide sequence is TSANLSLAAI. The MHC is HLA-A68:02 with pseudo-sequence HLA-A68:02. The binding affinity (normalized) is 0.759. (5) The peptide sequence is RPRRASSPF. The MHC is HLA-B18:01 with pseudo-sequence HLA-B18:01. The binding affinity (normalized) is 0.149.